Dataset: Forward reaction prediction with 1.9M reactions from USPTO patents (1976-2016). Task: Predict the product of the given reaction. (1) Given the reactants [CH:1]([C:4]1[C:8]([CH2:9][O:10][C:11]2[CH:15]=[C:14]([CH2:16][OH:17])[N:13]([CH3:18])[N:12]=2)=[CH:7][N:6]([C:19]2[CH:24]=[CH:23][C:22]([C:25]([F:28])([F:27])[F:26])=[CH:21][N:20]=2)[N:5]=1)([CH3:3])[CH3:2], predict the reaction product. The product is: [CH:1]([C:4]1[C:8]([CH2:9][O:10][C:11]2[CH:15]=[C:14]([CH:16]=[O:17])[N:13]([CH3:18])[N:12]=2)=[CH:7][N:6]([C:19]2[CH:24]=[CH:23][C:22]([C:25]([F:26])([F:28])[F:27])=[CH:21][N:20]=2)[N:5]=1)([CH3:3])[CH3:2]. (2) The product is: [CH:1]([O:4][C:5]1[CH:6]=[CH:7][C:8]([N:11]([C:12]2[C:21]3[C:16](=[CH:17][CH:18]=[CH:19][CH:20]=3)[N:15]=[C:14]([CH3:22])[N:13]=2)[CH3:23])=[CH:9][CH:10]=1)([CH3:3])[CH3:2]. Given the reactants [CH:1]([O:4][C:5]1[CH:10]=[CH:9][C:8]([NH:11][C:12]2[C:21]3[C:16](=[CH:17][CH:18]=[CH:19][CH:20]=3)[N:15]=[C:14]([CH3:22])[N:13]=2)=[CH:7][CH:6]=1)([CH3:3])[CH3:2].[CH3:23]I, predict the reaction product. (3) Given the reactants [CH3:1][C@:2]1([CH2:56][O:57][C:58](=[O:65])[C:59]2[CH:64]=[CH:63][CH:62]=[CH:61][CH:60]=2)[O:28][C@@H:6]([O:7][C:8]2[CH:13]=[C:12]([CH2:14][O:15]C(=O)C)[CH:11]=[CH:10][C:9]=2[CH2:19][C:20]2[CH:25]=[CH:24][C:23]([CH2:26][CH3:27])=[CH:22][CH:21]=2)[C@H:5]([O:29][C:30](=[O:37])[C:31]2[CH:36]=[CH:35][CH:34]=[CH:33][CH:32]=2)[C@@H:4]([O:38][C:39](=[O:46])[C:40]2[CH:45]=[CH:44][CH:43]=[CH:42][CH:41]=2)[C@@H:3]1[O:47][C:48](=[O:55])[C:49]1[CH:54]=[CH:53][CH:52]=[CH:51][CH:50]=1.[OH-].[Na+].Cl, predict the reaction product. The product is: [C:30]([O:29][C@@H:5]1[C@@H:4]([O:38][C:39](=[O:46])[C:40]2[CH:45]=[CH:44][CH:43]=[CH:42][CH:41]=2)[C@H:3]([O:47][C:48](=[O:55])[C:49]2[CH:50]=[CH:51][CH:52]=[CH:53][CH:54]=2)[C@@:2]([CH3:1])([CH2:56][O:57][C:58](=[O:65])[C:59]2[CH:64]=[CH:63][CH:62]=[CH:61][CH:60]=2)[O:28][C@H:6]1[O:7][C:8]1[CH:13]=[C:12]([CH2:14][OH:15])[CH:11]=[CH:10][C:9]=1[CH2:19][C:20]1[CH:21]=[CH:22][C:23]([CH2:26][CH3:27])=[CH:24][CH:25]=1)(=[O:37])[C:31]1[CH:32]=[CH:33][CH:34]=[CH:35][CH:36]=1. (4) Given the reactants [F:1][CH:2]([F:12])[C:3]1[N:7]2[CH:8]=[CH:9][N:10]=[CH:11][C:6]2=[N:5][N:4]=1, predict the reaction product. The product is: [F:12][CH:2]([F:1])[C:3]1[N:7]2[CH2:8][CH2:9][NH:10][CH2:11][C:6]2=[N:5][N:4]=1. (5) The product is: [CH3:51][NH:50][C:48](=[O:49])[C:47]1[CH:52]=[CH:53][CH:54]=[C:45]([CH2:44][N:41]2[CH2:42][CH2:43][N:39]([C:37]3[S:38][C:34]([C:31]4[NH:61][N:6]=[C:5]([CH3:4])[CH:32]=4)=[C:35]([CH3:56])[N:36]=3)[C:40]2=[O:55])[CH:46]=1. Given the reactants C([C:4]1SC(N2CCN(CC3C=CC(C(N4CCCCC4)=O)=CC=3)C2=O)=[N:6][C:5]=1C)(=O)C.[C:31]([C:34]1[S:38][C:37]([N:39]2[CH2:43][CH2:42][N:41]([CH2:44][C:45]3[CH:46]=[C:47]([CH:52]=[CH:53][CH:54]=3)[C:48]([NH:50][CH3:51])=[O:49])[C:40]2=[O:55])=[N:36][C:35]=1[CH3:56])(=O)[CH3:32].COC(OC)([N:61](C)C)C.O.NN, predict the reaction product. (6) Given the reactants C1(P(C2CCCCC2)C2C=CC=CC=2C2C=CC=CC=2)CCCCC1.[O-]P([O-])([O-])=O.[K+].[K+].[K+].[NH:34]1[CH2:38][CH2:37][CH2:36][CH2:35]1.[CH3:39][O:40][C:41](=[O:53])[C:42]1[CH:47]=[CH:46][C:45]([C:48]([F:51])([F:50])[F:49])=[CH:44][C:43]=1Br, predict the reaction product. The product is: [CH3:39][O:40][C:41](=[O:53])[C:42]1[CH:43]=[CH:44][C:45]([C:48]([F:49])([F:51])[F:50])=[CH:46][C:47]=1[N:34]1[CH2:38][CH2:37][CH2:36][CH2:35]1. (7) Given the reactants [NH2:1][C:2](=[S:8])[CH2:3][NH:4][C:5](=[O:7])[CH3:6].[Cl:9][CH2:10][C:11]([CH2:13]Cl)=O, predict the reaction product. The product is: [Cl:9][CH2:10][C:11]1[N:1]=[C:2]([CH2:3][NH:4][C:5](=[O:7])[CH3:6])[S:8][CH:13]=1.